This data is from Forward reaction prediction with 1.9M reactions from USPTO patents (1976-2016). The task is: Predict the product of the given reaction. Given the reactants [F:1][C:2]([C:5]1[CH:10]=[CH:9][N:8]=[C:7]([O:11][C:12]2[CH:17]=[CH:16][C:15]([CH2:18][CH2:19][NH:20][C:21]3[C:30]4[C:25](=[N:26][CH:27]=[CH:28][N:29]=4)[N:24]=[CH:23][N:22]=3)=[CH:14][C:13]=2[O:31]C)[CH:6]=1)([F:4])[CH3:3].B(Br)(Br)Br.CCCCCC, predict the reaction product. The product is: [F:4][C:2]([C:5]1[CH:10]=[CH:9][N:8]=[C:7]([O:11][C:12]2[CH:17]=[CH:16][C:15]([CH2:18][CH2:19][NH:20][C:21]3[C:30]4[C:25](=[N:26][CH:27]=[CH:28][N:29]=4)[N:24]=[CH:23][N:22]=3)=[CH:14][C:13]=2[OH:31])[CH:6]=1)([F:1])[CH3:3].